Dataset: Full USPTO retrosynthesis dataset with 1.9M reactions from patents (1976-2016). Task: Predict the reactants needed to synthesize the given product. (1) Given the product [F:35][CH2:36][CH2:37][CH2:38][O:1][C:2]1[CH:3]=[C:4]([C:8]2([C:25]3[CH:30]=[CH:29][N:28]=[C:27]([C:31]([F:34])([F:33])[F:32])[CH:26]=3)[C:16]3[C:11](=[N:12][CH:13]=[CH:14][CH:15]=3)[C:10]([NH2:17])=[N:9]2)[CH:5]=[CH:6][CH:7]=1, predict the reactants needed to synthesize it. The reactants are: [OH:1][C:2]1[CH:3]=[C:4]([C:8]2([C:25]3[CH:30]=[CH:29][N:28]=[C:27]([C:31]([F:34])([F:33])[F:32])[CH:26]=3)[C:16]3[C:11](=[N:12][CH:13]=[CH:14][CH:15]=3)[C:10]([NH:17]C(=O)OC(C)(C)C)=[N:9]2)[CH:5]=[CH:6][CH:7]=1.[F:35][CH2:36][CH2:37][CH2:38]O. (2) Given the product [Br:1][C:2]1[CH:3]=[C:4]2[C:9](=[CH:10][CH:11]=1)[N:8]([CH2:12][O:13][C:14]1[CH:19]=[CH:18][C:17]([CH:20]([C:26]#[C:27][CH3:28])[CH2:21][C:22]([OH:24])=[O:23])=[CH:16][CH:15]=1)[C:7](=[O:29])[CH2:6][C:5]2([CH3:31])[CH3:30], predict the reactants needed to synthesize it. The reactants are: [Br:1][C:2]1[CH:3]=[C:4]2[C:9](=[CH:10][CH:11]=1)[N:8]([CH2:12][O:13][C:14]1[CH:19]=[CH:18][C:17]([CH:20]([C:26]#[C:27][CH3:28])[CH2:21][C:22]([O:24]C)=[O:23])=[CH:16][CH:15]=1)[C:7](=[O:29])[CH2:6][C:5]2([CH3:31])[CH3:30].[Li+].[OH-].OS(O)(=O)=O. (3) Given the product [CH3:20][N:21]([CH3:22])[C:16]([C:14]1[S:15][C:11]([C:3]2[C:2]([CH3:1])=[C:6]([C:7]([F:10])([F:9])[F:8])[O:5][N:4]=2)=[CH:12][CH:13]=1)=[O:18], predict the reactants needed to synthesize it. The reactants are: [CH3:1][C:2]1[C:3]([C:11]2[S:15][C:14]([C:16]([OH:18])=O)=[CH:13][CH:12]=2)=[N:4][O:5][C:6]=1[C:7]([F:10])([F:9])[F:8].Cl.[CH3:20][NH:21][CH3:22]. (4) Given the product [CH3:1][O:2][C:3]1[CH:4]=[C:5]([CH2:11][CH2:12][N:13]([CH2:21][CH2:22][CH2:23][N:24]2[C:33](=[O:34])[C:32]3([CH2:55][CH2:54][CH2:50][CH2:49][CH2:48]3)[C:31]3[CH:30]=[CH:29][C:28]4[N:35]=[C:36]([C:38]5[CH:43]=[CH:42][CH:41]=[CH:40][C:39]=5[O:44][CH3:45])[NH:37][C:27]=4[C:26]=3[C:25]2=[O:46])[C:14](=[O:20])[O:15][C:16]([CH3:17])([CH3:19])[CH3:18])[CH:6]=[CH:7][C:8]=1[O:9][CH3:10], predict the reactants needed to synthesize it. The reactants are: [CH3:1][O:2][C:3]1[CH:4]=[C:5]([CH2:11][CH2:12][N:13]([CH2:21][CH2:22][CH2:23][N:24]2[C:33](=[O:34])[CH2:32][C:31]3[CH:30]=[CH:29][C:28]4[N:35]=[C:36]([C:38]5[CH:43]=[CH:42][CH:41]=[CH:40][C:39]=5[O:44][CH3:45])[NH:37][C:27]=4[C:26]=3[C:25]2=[O:46])[C:14](=[O:20])[O:15][C:16]([CH3:19])([CH3:18])[CH3:17])[CH:6]=[CH:7][C:8]=1[O:9][CH3:10].Br[CH2:48][CH2:49][CH2:50]Br.[OH-].[Na+].[CH3:54][CH2:55]O.